Dataset: Full USPTO retrosynthesis dataset with 1.9M reactions from patents (1976-2016). Task: Predict the reactants needed to synthesize the given product. (1) Given the product [N:32]1([NH:31][C:16](=[O:18])[C:15]2[CH:14]=[CH:13][C:12]([CH2:11][CH2:10][C:9]([CH3:22])([NH:8][C:6]([O:5][CH2:1][CH2:2][CH2:3][CH3:4])=[O:7])[CH3:21])=[CH:20][CH:19]=2)[CH2:37][CH2:36][CH2:35][CH2:34][CH2:33]1, predict the reactants needed to synthesize it. The reactants are: [CH2:1]([O:5][C:6]([NH:8][C:9]([CH3:22])([CH3:21])[CH2:10][CH2:11][C:12]1[CH:20]=[CH:19][C:15]([C:16]([OH:18])=O)=[CH:14][CH:13]=1)=[O:7])[CH2:2][CH2:3][CH3:4].N1CCCCC1.ON1[C:34]2[CH:35]=[CH:36][CH:37]=C[C:33]=2[N:32]=[N:31]1.C(N(C(C)C)CC)(C)C.CN(CCCN=C=NCC)C.C(O)(=O)CC(CC(O)=O)(C(O)=O)O. (2) The reactants are: C([O:3][C:4]([C:6]1[C:7]([N:31]2[CH2:36][CH2:35][CH2:34][CH2:33][CH2:32]2)=[N:8][C:9]([CH:12]([N:14]2[CH2:19][CH2:18][N:17]([S:20]([C:23]3[CH:28]=[CH:27][C:26]([O:29][CH3:30])=[CH:25][CH:24]=3)(=[O:22])=[O:21])[CH2:16][CH2:15]2)[CH3:13])=[N:10][CH:11]=1)=O)C.[BH4-].[Na+].CC#N. Given the product [CH3:30][O:29][C:26]1[CH:25]=[CH:24][C:23]([S:20]([N:17]2[CH2:16][CH2:15][N:14]([CH:12]([C:9]3[N:8]=[C:7]([N:31]4[CH2:36][CH2:35][CH2:34][CH2:33][CH2:32]4)[C:6]([CH2:4][OH:3])=[CH:11][N:10]=3)[CH3:13])[CH2:19][CH2:18]2)(=[O:21])=[O:22])=[CH:28][CH:27]=1, predict the reactants needed to synthesize it. (3) Given the product [Cl:15][C:7]1[CH:8]=[C:9]([N+:12]([O-:14])=[O:13])[CH:10]=[C:11]2[C:6]=1[N:5]=[CH:4][C:3]([C:16]#[N:17])=[C:2]2[NH:22][C:21]1[CH:23]=[CH:24][C:25]([F:26])=[C:19]([Cl:18])[CH:20]=1, predict the reactants needed to synthesize it. The reactants are: Cl[C:2]1[C:11]2[C:6](=[C:7]([Cl:15])[CH:8]=[C:9]([N+:12]([O-:14])=[O:13])[CH:10]=2)[N:5]=[CH:4][C:3]=1[C:16]#[N:17].[Cl:18][C:19]1[CH:20]=[C:21]([CH:23]=[CH:24][C:25]=1[F:26])[NH2:22]. (4) Given the product [CH3:2][S:21][C:20]1[N:22]=[C:11]([C:13]2[CH:14]=[CH:15][CH:16]=[CH:17][N:18]=2)[CH:10]=[CH:9][N:19]=1, predict the reactants needed to synthesize it. The reactants are: [O-][CH2:2]C.[Na+].[Na].CN(/[CH:9]=[CH:10]/[C:11]([C:13]1[N:18]=[CH:17][CH:16]=[CH:15][CH:14]=1)=O)C.[NH2:19][C:20]([NH2:22])=[S:21].IC. (5) The reactants are: [N:1]1([CH2:7][C:8]2[CH:13]=[CH:12][C:11]([NH:14][C:15]([C:17]3[C:21]([NH2:22])=[CH:20][NH:19][N:18]=3)=[O:16])=[CH:10][CH:9]=2)[CH2:6][CH2:5][O:4][CH2:3][CH2:2]1.Cl[C:24]1[C:29]2[CH:30]=[CH:31][O:32][C:28]=2[CH:27]=[CH:26][N:25]=1. Given the product [O:32]1[C:28]2[CH:27]=[CH:26][N:25]=[C:24]([NH:22][C:21]3[C:17]([C:15]([NH:14][C:11]4[CH:12]=[CH:13][C:8]([CH2:7][N:1]5[CH2:6][CH2:5][O:4][CH2:3][CH2:2]5)=[CH:9][CH:10]=4)=[O:16])=[N:18][NH:19][CH:20]=3)[C:29]=2[CH:30]=[CH:31]1, predict the reactants needed to synthesize it. (6) Given the product [C:15]([Si:19]([O:9][CH2:8][C:5]1[CH:6]=[CH:7][C:2]([F:1])=[CH:3][CH:4]=1)([CH3:21])[CH3:20])([CH3:18])([CH3:17])[CH3:16], predict the reactants needed to synthesize it. The reactants are: [F:1][C:2]1[CH:7]=[CH:6][C:5]([CH2:8][OH:9])=[CH:4][CH:3]=1.N1C=CN=C1.[C:15]([Si:19](Cl)([CH3:21])[CH3:20])([CH3:18])([CH3:17])[CH3:16].